This data is from Full USPTO retrosynthesis dataset with 1.9M reactions from patents (1976-2016). The task is: Predict the reactants needed to synthesize the given product. (1) Given the product [C:1]([O:9][C@@H:10]1[C@H:15]([O:16][Si:17]([C:20]([CH3:23])([CH3:22])[CH3:21])([CH3:19])[CH3:18])[C@H:14]([O:24][Si:25]([C:28]([CH3:31])([CH3:30])[CH3:29])([CH3:27])[CH3:26])[C@H:13]([C@@H:32]([O:39][Si:40]([C:43]([CH3:46])([CH3:45])[CH3:44])([CH3:42])[CH3:41])/[CH:33]=[CH:34]/[I:57])[O:12][C@H:11]1[CH2:47][CH:48]=[CH2:49])(=[O:8])[C:2]1[CH:7]=[CH:6][CH:5]=[CH:4][CH:3]=1, predict the reactants needed to synthesize it. The reactants are: [C:1]([O:9][C@@H:10]1[C@H:15]([O:16][Si:17]([C:20]([CH3:23])([CH3:22])[CH3:21])([CH3:19])[CH3:18])[C@H:14]([O:24][Si:25]([C:28]([CH3:31])([CH3:30])[CH3:29])([CH3:27])[CH3:26])[C@H:13]([C@@H:32]([O:39][Si:40]([C:43]([CH3:46])([CH3:45])[CH3:44])([CH3:42])[CH3:41])/[CH:33]=[CH:34]/[Si](C)(C)C)[O:12][C@H:11]1[CH2:47][CH:48]=[CH2:49])(=[O:8])[C:2]1[CH:7]=[CH:6][CH:5]=[CH:4][CH:3]=1.C1C(=O)N([I:57])C(=O)C1.S([O-])([O-])(=O)=S.[Na+].[Na+].C([O-])(O)=O.[Na+]. (2) Given the product [C:1]1(=[N:8][C:9]2[CH:14]=[CH:13][CH:12]=[CH:11][CH:10]=2)[CH2:6][CH2:5][CH2:4][CH2:3][CH2:2]1, predict the reactants needed to synthesize it. The reactants are: [C:1]1(=O)[CH2:6][CH2:5][CH2:4][CH2:3][CH2:2]1.[NH2:8][C:9]1[CH:14]=[CH:13][CH:12]=[CH:11][CH:10]=1. (3) Given the product [CH3:18][S:15]([C:11]1[N:10]([C:8]2[CH:7]=[CH:6][C:5]([O:19][CH3:20])=[C:4]([CH:9]=2)[C:3]([OH:21])=[O:2])[CH:14]=[N:13][N:12]=1)(=[O:16])=[O:17], predict the reactants needed to synthesize it. The reactants are: C[O:2][C:3](=[O:21])[C:4]1[CH:9]=[C:8]([N:10]2[CH:14]=[N:13][N:12]=[C:11]2[S:15]([CH3:18])(=[O:17])=[O:16])[CH:7]=[CH:6][C:5]=1[O:19][CH3:20].[OH-].[Li+].O.Cl. (4) Given the product [CH:21]1([N:7]([C@H:42]2[CH2:43][CH2:44][C@H:45]([CH2:48][O:49][C:50]3[CH:51]=[CH:52][CH:53]=[CH:54][CH:55]=3)[CH2:46][CH2:47]2)[C:8](=[O:20])[NH:9][C:10]2[S:11][C:12]([S:15][CH2:16][CH2:60][C:59]([OH:69])=[O:58])=[CH:13][N:14]=2)[CH2:22][CH2:23][CH2:24][CH2:25][CH2:26]1, predict the reactants needed to synthesize it. The reactants are: C1([N:7]([C@H:21]2[CH2:26][CH2:25][C@H:24](COC3C=CC=CC=3)[CH2:23][CH2:22]2)[C:8](=[O:20])[NH:9][C:10]2[S:11][C:12]([S:15][CH2:16]C(O)=O)=[CH:13][N:14]=2)CCCCC1.C1(N[C@H:42]2[CH2:47][CH2:46][C@H:45]([CH2:48][O:49][C:50]3[CH:55]=[CH:54][CH:53]=[CH:52][CH:51]=3)[CH2:44][CH2:43]2)CCCCC1.C([O:58][C:59](=[O:69])[CH:60](SC1SC(N)=NC=1)C)C. (5) Given the product [CH2:32]([O:31][C:29]([C:28]1[C:27]([CH3:34])=[N:1][C:2]2[C:3]([C:24]=1[NH2:25])=[C:4]([O:5][CH2:6][C:7]([NH2:10])([CH3:8])[CH3:9])[CH:21]=[CH:22][CH:23]=2)=[O:30])[CH3:33], predict the reactants needed to synthesize it. The reactants are: [NH2:1][C:2]1[C:3]([C:24]#[N:25])=[C:4]([CH:21]=[CH:22][CH:23]=1)[O:5][CH2:6][C:7]([NH:10]C(=O)OCC1C=CC=CC=1)([CH3:9])[CH3:8].O=[C:27]([CH3:34])[CH2:28][C:29]([O:31][CH2:32][CH3:33])=[O:30]. (6) Given the product [CH3:1][C:2]1[CH:3]=[C:4]([CH:35]=[C:36]([CH3:38])[CH:37]=1)[C:5]([N:7]([C@H:28]([CH2:33][CH3:34])[C:29]([CH3:31])([CH3:30])[CH3:32])[NH:8][C:9]([C:10]1[CH:15]=[CH:14][C:13]2[CH:16]=[N:40][O:19][B:18]([OH:22])[C:12]=2[CH:11]=1)=[O:27])=[O:6], predict the reactants needed to synthesize it. The reactants are: [CH3:1][C:2]1[CH:3]=[C:4]([CH:35]=[C:36]([CH3:38])[CH:37]=1)[C:5]([N:7]([C@H:28]([CH2:33][CH3:34])[C:29]([CH3:32])([CH3:31])[CH3:30])[NH:8][C:9](=[O:27])[C:10]1[CH:15]=[CH:14][C:13]([CH:16]=O)=[C:12]([B:18]2[O:22]C(C)(C)C(C)(C)[O:19]2)[CH:11]=1)=[O:6].Cl.[NH2:40]O.C(Cl)Cl. (7) Given the product [Cl:1][C:2]1[CH:7]=[CH:6][C:5]([CH:23]=[C:24]2[CH2:29][CH2:28][N:27]([C:30]([O:32][C:33]([CH3:36])([CH3:35])[CH3:34])=[O:31])[CH2:26][CH2:25]2)=[CH:4][C:3]=1[O:11][C:12]1[CH:17]=[CH:16][C:15]([C:18]([F:21])([F:20])[F:19])=[CH:14][N:13]=1, predict the reactants needed to synthesize it. The reactants are: [Cl:1][C:2]1[CH:7]=[CH:6][C:5](B(O)O)=[CH:4][C:3]=1[O:11][C:12]1[CH:17]=[CH:16][C:15]([C:18]([F:21])([F:20])[F:19])=[CH:14][N:13]=1.Br[CH:23]=[C:24]1[CH2:29][CH2:28][N:27]([C:30]([O:32][C:33]([CH3:36])([CH3:35])[CH3:34])=[O:31])[CH2:26][CH2:25]1.[O-]P([O-])([O-])=O.[K+].[K+].[K+].